Dataset: Reaction yield outcomes from USPTO patents with 853,638 reactions. Task: Predict the reaction yield, written as a fraction of the theoretical maximum amount of product (1.0 means a 100% yield; for example, 0.34 means a 34% yield). (1) The reactants are [Br-].[N:2]1[CH:7]=[CH:6][CH:5]=[CH:4][C:3]=1[Zn+].Br[C:10]1[CH:17]=[CH:16][CH:15]=[C:14]([F:18])[C:11]=1[C:12]#[N:13].C1(P(C2CCCCC2)C2C=CC=CC=2C2C(C(C)C)=CC(C(C)C)=CC=2C(C)C)CCCCC1. The catalyst is O1CCCC1.C(OCC)(=O)C. The product is [F:18][C:14]1[CH:15]=[CH:16][CH:17]=[C:10]([C:3]2[CH:4]=[CH:5][CH:6]=[CH:7][N:2]=2)[C:11]=1[C:12]#[N:13]. The yield is 0.270. (2) The reactants are [H-].[Na+].[CH3:3][O:4][CH:5]([O:8][CH3:9])[CH2:6]O.Cl[C:11]1[C:20]2[C:15](=[CH:16][CH:17]=[CH:18][CH:19]=2)[CH:14]=[CH:13][N:12]=1.[OH2:21]. The catalyst is CN(C=O)C. The product is [CH3:9][O:8][C:5]([O:4][CH3:3])([O:21][C:11]1[C:20]2[C:15](=[CH:16][CH:17]=[CH:18][CH:19]=2)[CH:14]=[CH:13][N:12]=1)[CH3:6]. The yield is 0.640. (3) The reactants are [CH3:1][C@@H:2]1[N:23]2[C:6]3[C:7]([C:19]([C:21]([C:24]([OH:26])=[O:25])=[CH:22]2)=[O:20])=[CH:8][C:9]([F:18])=[C:10]([N:11]2[CH2:16][CH2:15][N:14]([CH3:17])[CH2:13][CH2:12]2)[C:5]=3[O:4][CH2:3]1.[OH2:27]. The catalyst is CS(C)=O. The product is [CH3:1][C@@H:2]1[N:23]2[CH:22]=[C:21]([C:24]([OH:26])=[O:25])[C:19]([C:7]3=[CH:8][C:9]([F:18])=[C:10]([N:11]4[CH2:16][CH2:15][N:14]([CH3:17])[CH2:13][CH2:12]4)[C:5](=[C:6]23)[O:4][CH2:3]1)=[O:20].[CH3:1][C@@H:2]1[N:23]2[CH:22]=[C:21]([C:24]([OH:26])=[O:25])[C:19]([C:7]3=[CH:8][C:9]([F:18])=[C:10]([N:11]4[CH2:16][CH2:15][N:14]([CH3:17])[CH2:13][CH2:12]4)[C:5](=[C:6]23)[O:4][CH2:3]1)=[O:20].[OH2:27]. The yield is 0.840. (4) The reactants are [CH2:1]([O:3][C:4](=[O:25])[CH:5](O)[C:6]1[N:10]2[CH:11]=[C:12]([CH3:15])[CH:13]=[CH:14][C:9]2=[N:8][C:7]=1[C:16]1[CH:21]=[CH:20][C:19]([O:22][CH3:23])=[CH:18][CH:17]=1)[CH3:2]. The catalyst is C(Cl)Cl.CCOC(C)=O. The product is [CH2:1]([O:3][C:4](=[O:25])[CH2:5][C:6]1[N:10]2[CH:11]=[C:12]([CH3:15])[CH:13]=[CH:14][C:9]2=[N:8][C:7]=1[C:16]1[CH:17]=[CH:18][C:19]([O:22][CH3:23])=[CH:20][CH:21]=1)[CH3:2]. The yield is 0.420. (5) The reactants are [OH:1][C@H:2]([CH2:28][CH3:29])[C:3]([N:5]1[CH2:10][CH2:9][N:8]([C:11]2[C:20]3[C:15](=[CH:16][CH:17]=[CH:18][CH:19]=3)[N:14]=[C:13]([C:21]3[CH:26]=[CH:25][CH:24]=[CH:23][C:22]=3[OH:27])[N:12]=2)[CH2:7][CH2:6]1)=[O:4].[ClH:30].CCOCC. The catalyst is C(Cl)Cl. The product is [ClH:30].[OH:1][C@H:2]([CH2:28][CH3:29])[C:3]([N:5]1[CH2:10][CH2:9][N:8]([C:11]2[C:20]3[C:15](=[CH:16][CH:17]=[CH:18][CH:19]=3)[N:14]=[C:13]([C:21]3[CH:26]=[CH:25][CH:24]=[CH:23][C:22]=3[OH:27])[N:12]=2)[CH2:7][CH2:6]1)=[O:4]. The yield is 0.900.